Task: Regression. Given a peptide amino acid sequence and an MHC pseudo amino acid sequence, predict their binding affinity value. This is MHC class I binding data.. Dataset: Peptide-MHC class I binding affinity with 185,985 pairs from IEDB/IMGT (1) The peptide sequence is DAVVADLSA. The MHC is HLA-A02:01 with pseudo-sequence HLA-A02:01. The binding affinity (normalized) is 0.102. (2) The peptide sequence is FQFPTAFEF. The MHC is Mamu-B52 with pseudo-sequence Mamu-B52. The binding affinity (normalized) is 0.702.